From a dataset of Full USPTO retrosynthesis dataset with 1.9M reactions from patents (1976-2016). Predict the reactants needed to synthesize the given product. Given the product [C:10]([O:15][CH2:16][CH:17]1[O:19][CH2:18]1)(=[O:14])[C:11]([CH3:13])=[CH2:12].[C:6]([O:5][CH2:4][CH2:3][CH2:2][CH3:1])(=[O:7])[CH:8]=[CH2:9], predict the reactants needed to synthesize it. The reactants are: [CH3:1][CH2:2][CH2:3][CH2:4][O:5][C:6]([CH:8]=[CH2:9])=[O:7].[C:10]([O:15][CH2:16][CH:17]1[O:19][CH2:18]1)(=[O:14])[C:11]([CH3:13])=[CH2:12].C(S)CCCCCCCCCCC.C1(C)C=CC=CC=1.